This data is from Peptide-MHC class I binding affinity with 185,985 pairs from IEDB/IMGT. The task is: Regression. Given a peptide amino acid sequence and an MHC pseudo amino acid sequence, predict their binding affinity value. This is MHC class I binding data. (1) The peptide sequence is GLEAYIQGI. The MHC is HLA-A03:01 with pseudo-sequence HLA-A03:01. The binding affinity (normalized) is 0.0847. (2) The peptide sequence is DVISRRDQR. The MHC is HLA-A33:01 with pseudo-sequence HLA-A33:01. The binding affinity (normalized) is 0.610. (3) The peptide sequence is LLMEACVPKV. The MHC is HLA-A02:03 with pseudo-sequence HLA-A02:03. The binding affinity (normalized) is 0.838. (4) The peptide sequence is IVRQGIRQL. The MHC is HLA-B51:01 with pseudo-sequence HLA-B51:01. The binding affinity (normalized) is 0.0847. (5) The peptide sequence is KSKPRIHGY. The MHC is HLA-A23:01 with pseudo-sequence HLA-A23:01. The binding affinity (normalized) is 0.0847. (6) The peptide sequence is HKEGAFFLY. The MHC is HLA-A01:01 with pseudo-sequence HLA-A01:01. The binding affinity (normalized) is 0. (7) The peptide sequence is AVFIHNFKRK. The MHC is HLA-A31:01 with pseudo-sequence HLA-A31:01. The binding affinity (normalized) is 0.778.